This data is from Catalyst prediction with 721,799 reactions and 888 catalyst types from USPTO. The task is: Predict which catalyst facilitates the given reaction. (1) Reactant: [CH3:1][C:2]1[NH:6][N:5]=[C:4]([CH3:7])[CH:3]=1.C(N(CC)CC)C.Br[CH:16]([C:22]([O:24][CH2:25][CH3:26])=[O:23])[C:17]([O:19][CH2:20][CH3:21])=[O:18]. Product: [CH3:7][C:4]1[CH:3]=[C:2]([CH3:1])[N:6]([CH:16]([C:17]([O:19][CH2:20][CH3:21])=[O:18])[C:22]([O:24][CH2:25][CH3:26])=[O:23])[N:5]=1. The catalyst class is: 10. (2) Reactant: [Cl:1][C:2]1[CH:3]=[C:4]([NH:9][C@@H:10]2[C:18](=[O:19])[N:17]3[C@H:12]([CH2:13][CH2:14][C@@H:15]([NH:20][C:21]4[C:22]5[CH:29]=[CH:28][N:27](S(C6C=CC(C)=CC=6)(=O)=O)[C:23]=5[N:24]=[CH:25][N:26]=4)[CH2:16]3)[CH2:11]2)[CH:5]=[C:6]([F:8])[CH:7]=1.C([O-])([O-])=O.[K+].[K+]. Product: [N:24]1[C:23]2[NH:27][CH:28]=[CH:29][C:22]=2[C:21]([NH:20][C@@H:15]2[CH2:14][CH2:13][C@H:12]3[N:17]([C:18](=[O:19])[C@@H:10]([NH:9][C:4]4[CH:5]=[C:6]([F:8])[CH:7]=[C:2]([Cl:1])[CH:3]=4)[CH2:11]3)[CH2:16]2)=[N:26][CH:25]=1. The catalyst class is: 24. (3) Reactant: [C:1]([C:4]1[CH:5]=[C:6]2[C:10](=[CH:11][CH:12]=1)[NH:9][C:8]1[N:13]([CH3:26])[C:14](=[O:25])[C:15]([C:17]3[CH:22]=[CH:21][C:20]([Cl:23])=[CH:19][C:18]=3[Cl:24])=[CH:16][C:7]2=1)(=[O:3])[CH3:2].C(=O)([O-])[O-].[Cs+].[Cs+].Cl[C:34]([F:39])([F:38])C([O-])=O.[Na+]. Product: [C:1]([C:4]1[CH:5]=[C:6]2[C:10](=[CH:11][CH:12]=1)[N:9]([CH:34]([F:39])[F:38])[C:8]1[N:13]([CH3:26])[C:14](=[O:25])[C:15]([C:17]3[CH:22]=[CH:21][C:20]([Cl:23])=[CH:19][C:18]=3[Cl:24])=[CH:16][C:7]2=1)(=[O:3])[CH3:2]. The catalyst class is: 18. (4) Reactant: [Li]C(C)(C)C.[C:6]1([O:12][C:13]2[CH:18]=[CH:17][CH:16]=[CH:15][CH:14]=2)[CH:11]=[CH:10][CH:9]=[CH:8][CH:7]=1.[C:19]1([SiH3:25])[CH:24]=[CH:23][CH:22]=[CH:21][CH:20]=1. Product: [C:19]1([SiH:25]2[C:11]3[CH:10]=[CH:9][CH:8]=[CH:7][C:6]=3[O:12][C:13]3[C:14]2=[CH:15][CH:16]=[CH:17][CH:18]=3)[CH:24]=[CH:23][CH:22]=[CH:21][CH:20]=1. The catalyst class is: 1. (5) Reactant: Br[C:2]1[CH:3]=[CH:4][C:5]2[C:15]3[C:10](=[CH:11][N:12]=[CH:13][CH:14]=3)[CH2:9][O:8][C:6]=2[CH:7]=1.[OH:16][CH2:17][C@H:18]([N:23]1[C:31](=[O:32])[C:30]2[C:25](=[CH:26][CH:27]=[CH:28][CH:29]=2)[C:24]1=[O:33])[CH2:19][CH:20]([CH3:22])[CH3:21].C([O-])([O-])=O.[Cs+].[Cs+]. Product: [CH:14]1[CH:13]=[N:12][CH:11]=[C:10]2[CH2:9][O:8][C:6]3[CH:7]=[C:2]([O:16][CH2:17][C@H:18]([N:23]4[C:24](=[O:33])[C:25]5[C:30](=[CH:29][CH:28]=[CH:27][CH:26]=5)[C:31]4=[O:32])[CH2:19][CH:20]([CH3:22])[CH3:21])[CH:3]=[CH:4][C:5]=3[C:15]=12. The catalyst class is: 222.